Dataset: Full USPTO retrosynthesis dataset with 1.9M reactions from patents (1976-2016). Task: Predict the reactants needed to synthesize the given product. (1) Given the product [Br:19][C:8]1[C:3]([Si:2]([CH3:13])([CH3:12])[CH3:1])=[C:4]2[CH2:11][CH2:10][O:9][C:5]2=[N:6][CH:7]=1, predict the reactants needed to synthesize it. The reactants are: [CH3:1][Si:2]([CH3:13])([CH3:12])[C:3]1[CH:8]=[CH:7][N:6]=[C:5]2[O:9][CH2:10][CH2:11][C:4]=12.C(=O)([O-])O.[Na+].[Br:19]Br.S([O-])([O-])(=O)=S.[Na+].[Na+]. (2) The reactants are: Cl.[NH2:2][C@@H:3]([C:8]1[CH:13]=[CH:12][CH:11]=[CH:10][CH:9]=1)[C:4]([O:6][CH3:7])=[O:5].[N+:14]([O-])([OH:16])=[O:15]. Given the product [NH2:2][C@@H:3]([C:8]1[CH:13]=[CH:12][CH:11]=[C:10]([N+:14]([O-:16])=[O:15])[CH:9]=1)[C:4]([O:6][CH3:7])=[O:5], predict the reactants needed to synthesize it. (3) Given the product [Si:26]([O:1][C@@H:2]1[CH2:10][C:9]2[C:4](=[CH:5][CH:6]=[CH:7][CH:8]=2)[C@@H:3]1[N:11]1[CH2:15][CH2:14][CH2:13][C:12]1=[O:16])([C:22]([CH3:25])([CH3:24])[CH3:23])([CH3:29])[CH3:28], predict the reactants needed to synthesize it. The reactants are: [OH:1][C@@H:2]1[CH2:10][C:9]2[C:4](=[CH:5][CH:6]=[CH:7][CH:8]=2)[C@@H:3]1[N:11]1[CH2:15][CH2:14][CH2:13][C:12]1=[O:16].N1C=CN=C1.[C:22]([Si:26]([CH3:29])([CH3:28])Cl)([CH3:25])([CH3:24])[CH3:23].O. (4) The reactants are: [CH2:1]([O:5][C:6]1[C:14]([C:15]2[CH:20]=[C:19]([C:21]([F:24])([F:23])[F:22])[CH:18]=[CH:17][C:16]=2[F:25])=[CH:13][C:9]([C:10]([OH:12])=O)=[CH:8][N:7]=1)[CH2:2][CH2:3][CH3:4].CN(C(ON1N=NC2C=CC=CC1=2)=[N+](C)C)C.[B-](F)(F)(F)F.C(N(CC)C(C)C)(C)C.[NH2:57][C@@H:58]1[CH2:63][CH2:62][CH2:61][CH2:60][C@H:59]1[OH:64]. Given the product [CH2:1]([O:5][C:6]1[C:14]([C:15]2[CH:20]=[C:19]([C:21]([F:23])([F:24])[F:22])[CH:18]=[CH:17][C:16]=2[F:25])=[CH:13][C:9]([C:10]([NH:57][C@@H:58]2[CH2:63][CH2:62][CH2:61][CH2:60][C@H:59]2[OH:64])=[O:12])=[CH:8][N:7]=1)[CH2:2][CH2:3][CH3:4], predict the reactants needed to synthesize it. (5) Given the product [F:10][C:11]1[CH:19]=[CH:18][C:14]([C:15]([C:4]2[CH:3]=[C:2]([CH3:1])[CH:7]=[CH:6][C:5]=2[O:8][CH3:9])=[O:16])=[CH:13][CH:12]=1, predict the reactants needed to synthesize it. The reactants are: [CH3:1][C:2]1[CH:7]=[CH:6][C:5]([O:8][CH3:9])=[CH:4][CH:3]=1.[F:10][C:11]1[CH:19]=[CH:18][C:14]([C:15](Cl)=[O:16])=[CH:13][CH:12]=1. (6) Given the product [OH:30][CH2:29][C:25]1([OH:28])[CH2:24][CH2:23][CH:22]([N:17]2[C:18]3[C:14](=[CH:13][N:12]=[C:11]4[C:19]=3[CH:20]=[CH:21][NH:10]4)[N:15]=[N:16]2)[CH2:27][CH2:26]1, predict the reactants needed to synthesize it. The reactants are: C1(S([N:10]2[CH:21]=[CH:20][C:19]3[C:11]2=[N:12][CH:13]=[C:14]2[C:18]=3[N:17]([CH:22]3[CH2:27][CH2:26][C:25]([CH2:29][OH:30])([OH:28])[CH2:24][CH2:23]3)[N:16]=[N:15]2)(=O)=O)C=CC=CC=1.[OH-].[Na+].Cl. (7) Given the product [Cl:33][C:34]1[N:35]=[CH:36][C:37]([NH:40][C:41]([N:14]2[CH2:15][CH2:16][CH2:17][CH:12]([C:6]3([CH2:18][C:19]4[CH:24]=[CH:23][CH:22]=[C:21]([Cl:25])[CH:20]=4)[C:5]4[C:9](=[CH:10][C:2]([Cl:1])=[CH:3][CH:4]=4)[NH:8][C:7]3=[O:11])[CH2:13]2)=[O:42])=[CH:38][CH:39]=1, predict the reactants needed to synthesize it. The reactants are: [Cl:1][C:2]1[CH:10]=[C:9]2[C:5]([C:6]([CH2:18][C:19]3[CH:24]=[CH:23][CH:22]=[C:21]([Cl:25])[CH:20]=3)([CH:12]3[CH2:17][CH2:16][CH2:15][NH:14][CH2:13]3)[C:7](=[O:11])[NH:8]2)=[CH:4][CH:3]=1.C(N(CC)CC)C.[Cl:33][C:34]1[CH:39]=[CH:38][C:37]([N:40]=[C:41]=[O:42])=[CH:36][N:35]=1. (8) The reactants are: C1(C)C=CC=CC=1.N1CCCCC1.[S:14]1[CH2:18][C:17](=[O:19])[NH:16][C:15]1=[O:20].[CH3:21][N:22]([CH3:46])[C:23]1[CH:30]=[CH:29][C:26]([CH:27]=O)=[CH:25][C:24]=1[C:31]1[C:40]([CH3:41])=[CH:39][C:38]2[C:37]([CH3:43])([CH3:42])[CH2:36][CH2:35][C:34]([CH3:45])([CH3:44])[C:33]=2[CH:32]=1. Given the product [CH3:46][N:22]([CH3:21])[C:23]1[CH:30]=[CH:29][C:26]([CH:27]=[C:18]2[S:14][C:15](=[O:20])[NH:16][C:17]2=[O:19])=[CH:25][C:24]=1[C:31]1[C:40]([CH3:41])=[CH:39][C:38]2[C:37]([CH3:42])([CH3:43])[CH2:36][CH2:35][C:34]([CH3:45])([CH3:44])[C:33]=2[CH:32]=1, predict the reactants needed to synthesize it. (9) Given the product [CH2:17]([O:19][CH2:20][C@@H:21]1[CH2:26][CH2:25][CH2:24][N:23]([CH2:27][C@H:28]2[CH2:33][CH2:32][CH2:31][CH2:30][C@@H:29]2[NH:34][C:11](=[O:13])[C:10]2[CH:9]=[CH:8][C:7]([CH2:6][NH:5][C:3]([NH:2][CH3:1])=[O:4])=[CH:15][CH:14]=2)[CH2:22]1)[CH3:18], predict the reactants needed to synthesize it. The reactants are: [CH3:1][NH:2][C:3]([NH:5][CH2:6][C:7]1[CH:15]=[CH:14][C:10]([C:11]([OH:13])=O)=[CH:9][CH:8]=1)=[O:4].Cl.[CH2:17]([O:19][CH2:20][C@@H:21]1[CH2:26][CH2:25][CH2:24][N:23]([CH2:27][C@H:28]2[CH2:33][CH2:32][CH2:31][CH2:30][C@@H:29]2[NH2:34])[CH2:22]1)[CH3:18].CN(C(ON1N=NC2C=CC=NC1=2)=[N+](C)C)C.F[P-](F)(F)(F)(F)F.C(N(C(C)C)CC)(C)C.